Task: Regression/Classification. Given a drug SMILES string, predict its absorption, distribution, metabolism, or excretion properties. Task type varies by dataset: regression for continuous measurements (e.g., permeability, clearance, half-life) or binary classification for categorical outcomes (e.g., BBB penetration, CYP inhibition). For this dataset (solubility_aqsoldb), we predict Y.. Dataset: Aqueous solubility values for 9,982 compounds from the AqSolDB database (1) The Y is -4.31 log mol/L. The molecule is CCCCOC(=O)/C=C/C(=O)OCCCC. (2) The drug is CCCCCCCCCC(=O)NNC(=O)c1ccncc1. The Y is -4.17 log mol/L.